From a dataset of Peptide-MHC class I binding affinity with 185,985 pairs from IEDB/IMGT. Regression. Given a peptide amino acid sequence and an MHC pseudo amino acid sequence, predict their binding affinity value. This is MHC class I binding data. (1) The peptide sequence is MAWGGSYIA. The MHC is HLA-B54:01 with pseudo-sequence HLA-B54:01. The binding affinity (normalized) is 0.921. (2) The binding affinity (normalized) is 0.605. The MHC is HLA-A68:02 with pseudo-sequence HLA-A68:02. The peptide sequence is YVGDTSMMVI. (3) The peptide sequence is PDLKTIHNIL. The MHC is HLA-A23:01 with pseudo-sequence HLA-A23:01. The binding affinity (normalized) is 0.00905. (4) The peptide sequence is HTCMSECVR. The MHC is HLA-A11:01 with pseudo-sequence HLA-A11:01. The binding affinity (normalized) is 0.611. (5) The peptide sequence is LSDDAVVCY. The MHC is HLA-A01:01 with pseudo-sequence HLA-A01:01. The binding affinity (normalized) is 0.809.